Task: Predict the reactants needed to synthesize the given product.. Dataset: Full USPTO retrosynthesis dataset with 1.9M reactions from patents (1976-2016) (1) Given the product [C:1]([O:5][C:6](=[O:22])[CH2:7][CH2:8][O:9][CH2:10][CH2:11][O:12][CH2:13][CH2:14][O:15][CH2:16][CH2:17][O:18][CH2:19][CH2:20][Br:27])([CH3:4])([CH3:3])[CH3:2], predict the reactants needed to synthesize it. The reactants are: [C:1]([O:5][C:6](=[O:22])[CH2:7][CH2:8][O:9][CH2:10][CH2:11][O:12][CH2:13][CH2:14][O:15][CH2:16][CH2:17][O:18][CH2:19][CH2:20]O)([CH3:4])([CH3:3])[CH3:2].C(O)C.C(Br)(Br)(Br)[Br:27].C1(P(C2C=CC=CC=2)C2C=CC=CC=2)C=CC=CC=1. (2) Given the product [NH2:10][S@:8]([C:6]1[CH:5]=[CH:4][CH:3]=[C:2]([NH2:1])[N:7]=1)(=[O:9])=[N:11][C:12]([C:13]1[C:14]([O:23][C:24]2[C:25]([CH3:32])=[CH:26][C:27]([CH3:31])=[CH:28][C:29]=2[CH3:30])=[N:15][C:16]([C:19]([CH3:22])([CH3:21])[CH3:20])=[CH:17][CH:18]=1)=[O:33].[NH2:10][S@@:8]([C:6]1[CH:5]=[CH:4][CH:3]=[C:2]([NH2:1])[N:7]=1)(=[O:9])=[N:11][C:12]([C:13]1[C:14]([O:23][C:24]2[C:25]([CH3:32])=[CH:26][C:27]([CH3:31])=[CH:28][C:29]=2[CH3:30])=[N:15][C:16]([C:19]([CH3:22])([CH3:21])[CH3:20])=[CH:17][CH:18]=1)=[O:33], predict the reactants needed to synthesize it. The reactants are: [NH2:1][C:2]1[N:7]=[C:6]([S:8]([NH:11][C:12](=[O:33])[C:13]2[CH:18]=[CH:17][C:16]([C:19]([CH3:22])([CH3:21])[CH3:20])=[N:15][C:14]=2[O:23][C:24]2[C:29]([CH3:30])=[CH:28][C:27]([CH3:31])=[CH:26][C:25]=2[CH3:32])(=[NH:10])=[O:9])[CH:5]=[CH:4][CH:3]=1.C(=O)=O. (3) The reactants are: [NH2:1][C:2]1[C:7]2=[C:8]([C:18]3[CH:23]=[CH:22][C:21]([NH2:24])=[CH:20][CH:19]=3)[CH:9]=[C:10]([C:11]([O:13][CH2:14][CH2:15][CH2:16][CH3:17])=[O:12])[N:6]2[N:5]=[CH:4][N:3]=1.C1([O:31][C:32](=O)[NH:33][C:34]2[CH:39]=[CH:38][CH:37]=[C:36]([C:40]([F:43])([F:42])[F:41])[N:35]=2)C=CC=CC=1.C(N(CC)CC)C. Given the product [NH2:1][C:2]1[C:7]2=[C:8]([C:18]3[CH:19]=[CH:20][C:21]([NH:24][C:32]([NH:33][C:34]4[CH:39]=[CH:38][CH:37]=[C:36]([C:40]([F:42])([F:41])[F:43])[N:35]=4)=[O:31])=[CH:22][CH:23]=3)[CH:9]=[C:10]([C:11]([O:13][CH2:14][CH2:15][CH2:16][CH3:17])=[O:12])[N:6]2[N:5]=[CH:4][N:3]=1, predict the reactants needed to synthesize it. (4) Given the product [C:31](/[C:9](=[CH:8]\[C:6]1[CH:5]=[CH:4][CH:3]=[C:2]([F:33])[N:7]=1)/[C:10]([NH:12][CH:13]([C:17]1[CH:22]=[CH:21][C:20]([O:23][CH2:24][CH2:25][N:26]([CH2:29][CH3:30])[CH2:27][CH3:28])=[CH:19][CH:18]=1)[CH2:14][CH2:15][CH3:16])=[O:11])#[N:32], predict the reactants needed to synthesize it. The reactants are: Br[C:2]1[N:7]=[C:6](/[CH:8]=[C:9](\[C:31]#[N:32])/[C:10]([NH:12][CH:13]([C:17]2[CH:22]=[CH:21][C:20]([O:23][CH2:24][CH2:25][N:26]([CH2:29][CH3:30])[CH2:27][CH3:28])=[CH:19][CH:18]=2)[CH2:14][CH2:15][CH3:16])=[O:11])[CH:5]=[CH:4][CH:3]=1.[F:33]C1N=C(C=O)C=CC=1. (5) Given the product [NH2:4][C:3]1[C:2]([Cl:1])=[CH:8][C:7]([F:9])=[CH:6][C:5]=1[C:10](=[O:17])[CH3:11], predict the reactants needed to synthesize it. The reactants are: [Cl:1][C:2]1[CH:8]=[C:7]([F:9])[CH:6]=[C:5]([C:10]#[C:11][Si](C)(C)C)[C:3]=1[NH2:4].S(=O)(=O)(O)[OH:17].